This data is from Full USPTO retrosynthesis dataset with 1.9M reactions from patents (1976-2016). The task is: Predict the reactants needed to synthesize the given product. Given the product [Br:13][C:14]1[CH:15]=[C:16]([O:12][CH:10]([C:3]2[C:4]([Cl:9])=[CH:5][CH:6]=[C:7]([F:8])[C:2]=2[Cl:1])[CH3:11])[C:17]([NH:20][C:21]([O:23][C:24]([CH3:27])([CH3:26])[CH3:25])=[O:22])=[N:18][CH:19]=1, predict the reactants needed to synthesize it. The reactants are: [Cl:1][C:2]1[C:7]([F:8])=[CH:6][CH:5]=[C:4]([Cl:9])[C:3]=1[C@@H:10]([OH:12])[CH3:11].[Br:13][C:14]1[CH:19]=[N:18][CH:17]([NH:20][C:21]([O:23][C:24]([CH3:27])([CH3:26])[CH3:25])=[O:22])[C:16](Br)(O)[CH:15]=1.C1(P(C2C=CC=CC=2)C2C=CC=CC=2)C=CC=CC=1.